Task: Predict the product of the given reaction.. Dataset: Forward reaction prediction with 1.9M reactions from USPTO patents (1976-2016) Given the reactants Br[C:2]1[CH:3]=[C:4]2[C:8](=[C:9]([C:11]([NH2:13])=[O:12])[CH:10]=1)[NH:7][CH:6]=[C:5]2[C@@H:14]1[CH2:19][CH2:18][S:17](=[O:21])(=[O:20])[C@@H:16]([CH:22]([CH3:24])[CH3:23])[CH2:15]1.[O:25]1[CH2:30][CH2:29]O[CH2:27][CH2:26]1.O1C=CC=C1B(O)O.C([O-])([O-])=O.[K+].[K+], predict the reaction product. The product is: [O:25]1[CH:30]=[CH:29][CH:27]=[C:26]1[C:2]1[CH:3]=[C:4]2[C:8](=[C:9]([C:11]([NH2:13])=[O:12])[CH:10]=1)[NH:7][CH:6]=[C:5]2[C@@H:14]1[CH2:19][CH2:18][S:17](=[O:21])(=[O:20])[C@@H:16]([CH:22]([CH3:23])[CH3:24])[CH2:15]1.